From a dataset of Forward reaction prediction with 1.9M reactions from USPTO patents (1976-2016). Predict the product of the given reaction. (1) Given the reactants F[C:2](F)(F)[C:3]([O-])=O.[F:8][C:9]([F:19])([F:18])[CH2:10][N:11]1[CH:15]=[C:14]([CH2:16][NH2:17])[CH:13]=[N:12]1.[S:20]1[CH:24]=[CH:23][N:22]=[C:21]1[N:25]1[CH:29]=[CH:28][CH:27]=[C:26]1[CH:30]=O, predict the reaction product. The product is: [S:20]1[CH:24]=[CH:23][N:22]=[C:21]1[N:25]1[CH:29]=[CH:28][CH:27]=[C:26]1[CH2:30][N:17]([CH2:30][C:26]1[N:25]([C:21]2[S:20][CH:2]=[CH:3][N:22]=2)[CH:29]=[CH:28][CH:27]=1)[CH2:16][C:14]1[CH:13]=[N:12][N:11]([CH2:10][C:9]([F:8])([F:18])[F:19])[CH:15]=1. (2) Given the reactants [O:1]1[C:10]2[C:5](=[CH:6][CH:7]=[C:8]([C:11]([O:13][CH3:14])=[O:12])[CH:9]=2)[CH:4]=[CH:3][CH2:2]1.[H][H], predict the reaction product. The product is: [O:1]1[C:10]2[C:5](=[CH:6][CH:7]=[C:8]([C:11]([O:13][CH3:14])=[O:12])[CH:9]=2)[CH2:4][CH2:3][CH2:2]1. (3) Given the reactants CN([CH:4]=[O:5])C.O[C:7]1[C:15]([N+:16]([O-:18])=[O:17])=[CH:14][C:10](C(O)=O)=[CH:9][N:8]=1.O=S(Cl)[Cl:21].[CH3:23][OH:24].C([O-])(O)=O.[Na+], predict the reaction product. The product is: [Cl:21][C:7]1[C:15]([N+:16]([O-:18])=[O:17])=[CH:14][C:10]([C:23]([O:5][CH3:4])=[O:24])=[CH:9][N:8]=1. (4) Given the reactants [OH:1][C:2]1[C:3]([CH3:24])=[C:4]([CH:21]=[CH:22][CH:23]=1)[C:5]([NH:7][C:8]1[CH:9]=[N:10][CH:11]=[C:12]([C:14]2[CH:19]=[CH:18][CH:17]=[C:16]([OH:20])[CH:15]=2)[CH:13]=1)=O, predict the reaction product. The product is: [OH:20][C:16]1[CH:15]=[C:14]([C:12]2[CH:13]=[C:8]([NH:7][CH2:5][C:4]3[C:3]([CH3:24])=[C:2]([OH:1])[CH:23]=[CH:22][CH:21]=3)[CH:9]=[N:10][CH:11]=2)[CH:19]=[CH:18][CH:17]=1. (5) Given the reactants C([O:3][C:4](=[O:28])[CH2:5][O:6][C:7]1[CH:15]=[CH:14][CH:13]=[C:12]2[C:8]=1[C:9]([CH2:24][C:25](=[O:27])[NH2:26])=[C:10]([CH3:23])[N:11]2[CH2:16][C:17]1[CH:22]=[CH:21][CH:20]=[CH:19][CH:18]=1)C.[Li+].[OH-], predict the reaction product. The product is: [CH2:16]([N:11]1[C:12]2[C:8](=[C:7]([O:6][CH2:5][C:4]([OH:28])=[O:3])[CH:15]=[CH:14][CH:13]=2)[C:9]([CH2:24][C:25](=[O:27])[NH2:26])=[C:10]1[CH3:23])[C:17]1[CH:22]=[CH:21][CH:20]=[CH:19][CH:18]=1. (6) Given the reactants C([O:3][C:4](=O)[CH2:5][C:6](=O)[CH:7]1[CH2:11][CH2:10][O:9][CH2:8]1)C.Cl.[NH2:15][C:16]([NH2:18])=[NH:17].CC(C)([O-])C.[K+], predict the reaction product. The product is: [NH2:17][C:16]1[NH:18][C:4](=[O:3])[CH:5]=[C:6]([CH:7]2[CH2:11][CH2:10][O:9][CH2:8]2)[N:15]=1. (7) Given the reactants [Cl:1][C:2]1[CH:3]=[C:4]([C:9]2([C:30]([F:33])([F:32])[F:31])[O:13][N:12]=[C:11]([C:14]3[CH:28]=[CH:27][C:17]([C:18]([NH:20][C:21]4[N:26]=[CH:25][CH:24]=[CH:23][N:22]=4)=[O:19])=[C:16]([CH3:29])[CH:15]=3)[CH2:10]2)[CH:5]=[C:6]([Cl:8])[CH:7]=1.Cl[C:35]([O:37][CH3:38])=[O:36], predict the reaction product. The product is: [Cl:8][C:6]1[CH:5]=[C:4]([C:9]2([C:30]([F:31])([F:33])[F:32])[O:13][N:12]=[C:11]([C:14]3[CH:28]=[CH:27][C:17]([C:18]([N:20]([C:21]4[N:26]=[CH:25][CH:24]=[CH:23][N:22]=4)[C:35](=[O:36])[O:37][CH3:38])=[O:19])=[C:16]([CH3:29])[CH:15]=3)[CH2:10]2)[CH:3]=[C:2]([Cl:1])[CH:7]=1.